Binary Classification. Given a miRNA mature sequence and a target amino acid sequence, predict their likelihood of interaction. From a dataset of Experimentally validated miRNA-target interactions with 360,000+ pairs, plus equal number of negative samples. (1) The miRNA is hsa-miR-186-3p with sequence GCCCAAAGGUGAAUUUUUUGGG. The protein sequence of the target gene is MGEMEQLRQEAEQLKKQIADARKACADVTLAELVSGLEVVGRVQMRTRRTLRGHLAKIYAMHWATDSKLLVSASQDGKLIVWDSYTTNKVHAIPLRSSWVMTCAYAPSGNFVACGGLDNMCSIYNLKSREGNVKVSRELSAHTGYLSCCRFLDDNNIVTSSGDTTCALWDIETGQQKTVFVGHTGDCMSLAVSPDFNLFISGACDASAKLWDVREGTCRQTFTGHESDINAICFFPNGEAICTGSDDASCRLFDLRADQELICFSHESIICGITSVAFSLSGRLLFAGYDDFNCNVWDSM.... Result: 0 (no interaction). (2) The miRNA is hsa-miR-940 with sequence AAGGCAGGGCCCCCGCUCCCC. The protein sequence of the target gene is MEPLRAPALRRLLPPLLLLLLSLPPRARAKYVRGNLSSKEDWVFLTRFCFLSDYGRLDFRFRYPEAKCCQNILLYFDDPSQWPAVYKAGDKDCLAKESVIRPENNQVINLTTQYAWSGCQVVSEEGTRYLSCSSGRSFRSGDGLQLEYEMVLTNGKSFWTRHFSADEFGILETDVTFLLIFILIFFLSCYFGYLLKGRQLLHTTYKMFMAAAGVEVLSLLFFCIYWGQYATDGIGNESVKILAKLLFSSSFLIFLLMLILLGKGFTVTRGRISHAGSVKLSVYMTLYTLTHVVLLIYEAE.... Result: 1 (interaction). (3) The miRNA is hsa-miR-5680 with sequence GAGAAAUGCUGGACUAAUCUGC. The protein sequence of the target gene is MKMLLLLCLGLTLVCVHAEEASSTGRNFNVEKINGEWHTIILASDKREKIEDNGNFRLFLEQIHVLENSLVLKFHTVRDEECSELSMVADKTEKAGEYSVTYDGFNTFTIPKTDYDNFLMAHLINEKDGETFQLMGLYGREPDLSSDIKERFAQLCEKHGILRENIIDLSNANRCLQARE. Result: 0 (no interaction). (4) The miRNA is hsa-miR-6734-3p with sequence CCCUUCCCUCACUCUUCUCUCAG. The protein sequence of the target gene is MAHLRGFANQHSRVDPEELFTKLDRIGKGSFGEVYKGIDNHTKEVVAIKIIDLEEAEDEIEDIQQEITVLSQCDSPYITRYFGSYLKSTKLWIIMEYLGGGSALDLLKPGPLEETYIATILREILKGLDYLHSERKIHRDIKAANVLLSEQGDVKLADFGVAGQLTDTQIKRNTFVGTPFWMAPEVIKQSAYDFKADIWSLGITAIELAKGEPPNSDLHPMRVLFLIPKNSPPTLEGQHSKPFKEFVEACLNKDPRFRPTAKELLKHKFITRYTKKTSFLTELIDRYKRWKSEGHGEESS.... Result: 1 (interaction). (5) The miRNA is hsa-miR-4476 with sequence CAGGAAGGAUUUAGGGACAGGC. The protein sequence of the target gene is MSSYFVNPLYSKYKAAAAAAAAAGEAINPTYYDCHFAPEVGGRHAAAAAALQLYGNSAAGFPHAPPQAHAHPHPSPPPSGTGCGGREGRGQEYFHPGGGSPAAAYQAAPPPPPHPPPPPPPPPCGGIACHGEPAKFYGYDNLQRQPIFTTQQEAELVQYPDCKSSSGNIGEDPDHLNQSSSPSQMFPWMRPQAAPGRRRGRQTYSRFQTLELEKEFLFNPYLTRKRRIEVSHALALTERQVKIWFQNRRMKWKKENNKDKFPVSRQEVKDGETKKEAQELEEDRAEGLTN. Result: 1 (interaction). (6) Result: 0 (no interaction). The miRNA is hsa-miR-1273h-3p with sequence CUGCAGACUCGACCUCCCAGGC. The protein sequence of the target gene is MEGQRQESHATLTLAQAHFNNGEYAEAEALYSAYIRRCACAASSDESPGSKCSPEDLATAYNNRGQIKYFRVDFYEAMDDYTSAIEVQPNFEVPYYNRGLILYRLGYFDDALEDFKKVLDLNPGFQDATLSLKQTILDKEEKQRRNVAKNY. (7) The miRNA is hsa-miR-1238-3p with sequence CUUCCUCGUCUGUCUGCCCC. The protein sequence of the target gene is MNISVDLETNYAELVLDVGRVTLGENSRKKMKDCKLRKKQNESVSRAMCALLNSGGGVIKAEIENEDYSYTKDGIGLDLENSFSNILLFVPEYLDFMQNGNYFLIFVKSWSLNTSGLRITTLSSNLYKRDITSAKVMNATAALEFLKDMKKTRGRLYLRPELLAKRPCVDIQEENNMKALAGVFFDRTELDRKEKLTFTESTHVEIKNFSTEKLLQRIKEILPQYVSAFANTDGGYLFIGLNEDKEIIGFKAEMSDLDDLEREIEKSIRKMPVHHFCMEKKKINYSCKFLGVYDKGSLCG.... Result: 1 (interaction).